Dataset: Full USPTO retrosynthesis dataset with 1.9M reactions from patents (1976-2016). Task: Predict the reactants needed to synthesize the given product. (1) Given the product [CH2:25]([C:20]1[N:19]=[N:18][C:17]([N:14]2[CH2:15][CH2:16][N:11]([C:8]3[CH:7]=[N:6][C:5]([C:3]([OH:4])=[O:2])=[CH:10][N:9]=3)[C@H:12]([CH3:32])[CH2:13]2)=[C:22]([CH3:23])[C:21]=1[CH3:24])[C:26]1[CH:31]=[CH:30][CH:29]=[CH:28][CH:27]=1, predict the reactants needed to synthesize it. The reactants are: C[O:2][C:3]([C:5]1[N:6]=[CH:7][C:8]([N:11]2[CH2:16][CH2:15][N:14]([C:17]3[N:18]=[N:19][C:20]([CH2:25][C:26]4[CH:31]=[CH:30][CH:29]=[CH:28][CH:27]=4)=[C:21]([CH3:24])[C:22]=3[CH3:23])[CH2:13][C@H:12]2[CH3:32])=[N:9][CH:10]=1)=[O:4].[Li+].[OH-].O.C1COCC1. (2) Given the product [F:9][C:6]1[CH:7]=[CH:8][C:3]([C:1]2[N:12]=[N:11][N:10]([C:13]3[CH:38]=[CH:37][C:16]4[C:17](=[O:36])[N:18]([CH2:20][C:21]([N:23]5[CH2:28][CH2:27][N:26]([C:29]([O:31][C:32]([CH3:33])([CH3:34])[CH3:35])=[O:30])[CH2:25][CH2:24]5)=[O:22])[S:19][C:15]=4[CH:14]=3)[CH:2]=2)=[CH:4][CH:5]=1, predict the reactants needed to synthesize it. The reactants are: [C:1]([C:3]1[CH:8]=[CH:7][C:6]([F:9])=[CH:5][CH:4]=1)#[CH:2].[N:10]([C:13]1[CH:38]=[CH:37][C:16]2[C:17](=[O:36])[N:18]([CH2:20][C:21]([N:23]3[CH2:28][CH2:27][N:26]([C:29]([O:31][C:32]([CH3:35])([CH3:34])[CH3:33])=[O:30])[CH2:25][CH2:24]3)=[O:22])[S:19][C:15]=2[CH:14]=1)=[N+:11]=[N-:12].O=C1O[C@H]([C@H](CO)O)C([O-])=C1O.[Na+].